From a dataset of Full USPTO retrosynthesis dataset with 1.9M reactions from patents (1976-2016). Predict the reactants needed to synthesize the given product. (1) Given the product [C:1]([O:5][C:6]([NH:8][C@H:9]([C:27]([O:29][C:30]([CH3:33])([CH3:32])[CH3:31])=[O:28])[CH2:10][C@H:11]([CH2:19][C:20]1[CH:25]=[CH:24][C:23]([O:26][CH2:52][CH2:51][CH2:50][O:49][S:46]([C:43]2[CH:42]=[CH:41][C:40]([CH3:64])=[CH:45][CH:44]=2)(=[O:47])=[O:48])=[CH:22][CH:21]=1)[C:12]([O:14][C:15]([CH3:16])([CH3:18])[CH3:17])=[O:13])=[O:7])([CH3:2])([CH3:3])[CH3:4], predict the reactants needed to synthesize it. The reactants are: [C:1]([O:5][C:6]([NH:8][C@H:9]([C:27]([O:29][C:30]([CH3:33])([CH3:32])[CH3:31])=[O:28])[CH2:10][C@H:11]([CH2:19][C:20]1[CH:25]=[CH:24][C:23]([OH:26])=[CH:22][CH:21]=1)[C:12]([O:14][C:15]([CH3:18])([CH3:17])[CH3:16])=[O:13])=[O:7])([CH3:4])([CH3:3])[CH3:2].C(=O)([O-])[O-].[Cs+].[Cs+].[C:40]1([CH3:64])[CH:45]=[CH:44][C:43]([S:46]([O:49][CH2:50][CH2:51][CH2:52]OS(C2C=CC(C)=CC=2)(=O)=O)(=[O:48])=[O:47])=[CH:42][CH:41]=1. (2) Given the product [CH3:3][CH2:4][CH2:5][CH2:6][CH2:7][C@@H:8]([OH:49])[C@H:9]1[C:36](=[O:37])[O:35][C@H:34]([CH3:38])[C@@H:33]([OH:39])[CH:32]=[CH:31][CH:30]=[CH:29][CH:28]=[CH:27][CH:26]=[CH:25][CH:24]=[C:23]([CH3:40])[C@@H:22]([OH:41])[C@H:21]([OH:42])[C@H:20]([OH:43])[CH2:19][C@H:18]([OH:44])[CH2:17][C@H:16]([OH:45])[CH2:15][C@H:14]([OH:46])[CH2:13][C@H:12]([OH:47])[CH2:11][C@@H:10]1[OH:48].[CH3:50][N:51]1[CH2:55][CH2:54][CH2:53][C:52]1=[O:56], predict the reactants needed to synthesize it. The reactants are: CO.[CH3:3][CH2:4][CH2:5][CH2:6][CH2:7][C@@H:8]([OH:49])[C@H:9]1[C:36](=[O:37])[O:35][C@H:34]([CH3:38])[C@@H:33]([OH:39])[CH:32]=[CH:31][CH:30]=[CH:29][CH:28]=[CH:27][CH:26]=[CH:25][CH:24]=[C:23]([CH3:40])[C@@H:22]([OH:41])[C@H:21]([OH:42])[C@H:20]([OH:43])[CH2:19][C@H:18]([OH:44])[CH2:17][C@H:16]([OH:45])[CH2:15][C@H:14]([OH:46])[CH2:13][C@H:12]([OH:47])[CH2:11][C@@H:10]1[OH:48].[CH3:50][N:51]1[CH2:55][CH2:54][CH2:53][C:52]1=[O:56]. (3) Given the product [C:1]([C:5]1[CH:10]=[C:9]([C:11]2[O:12][CH:13]=[N:14][N:15]=2)[C:8]([O:16][CH3:17])=[C:7]([CH:6]=1)[NH2:18])([CH3:4])([CH3:2])[CH3:3], predict the reactants needed to synthesize it. The reactants are: [C:1]([C:5]1[CH:6]=[C:7]([N+:18]([O-])=O)[C:8]([O:16][CH3:17])=[C:9]([C:11]2[O:12][CH:13]=[N:14][N:15]=2)[CH:10]=1)([CH3:4])([CH3:3])[CH3:2].[NH4+].[Cl-]. (4) Given the product [Cl:3][C:17]([C:11]1[CH:10]([C:20]2[CH:25]=[CH:24][CH:23]=[C:22]([N+:26]([O-:28])=[O:27])[CH:21]=2)[C:9]([C:7]([O:6][CH3:5])=[O:8])=[C:14]([CH3:15])[NH:13][C:12]=1[CH3:16])=[O:18], predict the reactants needed to synthesize it. The reactants are: S(Cl)([Cl:3])=O.[CH3:5][O:6][C:7]([C:9]1[CH:10]([C:20]2[CH:25]=[CH:24][CH:23]=[C:22]([N+:26]([O-:28])=[O:27])[CH:21]=2)[C:11]([C:17](O)=[O:18])=[C:12]([CH3:16])[NH:13][C:14]=1[CH3:15])=[O:8]. (5) Given the product [CH:26]1([CH2:29][C@@H:30]([C:31]([OH:33])=[O:32])[NH:34][C:35]([C:13]2[C:14]([NH:20][C:10]([NH:9][C:3]3[C:2]([CH3:1])=[CH:7][CH:6]=[CH:5][C:4]=3[CH3:8])=[O:11])=[CH:15][C:16]3[C:17](=[CH:57][CH:52]=[CH:53][CH:54]=3)[CH:18]=2)=[O:37])[CH2:25][CH2:24][CH2:23][CH2:28][CH2:27]1, predict the reactants needed to synthesize it. The reactants are: [CH3:1][C:2]1[CH:7]=[CH:6][CH:5]=[C:4]([CH3:8])[C:3]=1[N:9]=[C:10]=[O:11].Cl[C:13]1[CH:18]=[CH:17][CH:16]=[C:15](C)[C:14]=1[N:20]=C=O.[CH2:23]1[CH2:28][CH2:27][CH:26]([CH2:29][C@H:30]([NH:34][C:35]([O:37]CC2C3C(=CC=CC=3)C3C2=CC=CC=3)=O)[C:31]([OH:33])=[O:32])[CH2:25][CH2:24]1.[CH2:52]1[CH2:57][CH2:57][CH:52]([C@H:53](NC(OCC2C3C(=CC=CC=3)C3C2=CC=CC=3)=O)[C:54](O)=O)[CH2:54][CH2:53]1. (6) Given the product [OH:37][C@H:36]([CH2:35][OH:34])[CH2:38][CH2:39][NH:40][C:20]([N:12]1[CH2:13][CH:14]([CH2:15][C:16]([CH3:18])([CH3:17])[CH3:19])[C:10]2([C:5]3[C:6](=[CH:7][C:2]([Cl:1])=[CH:3][CH:4]=3)[NH:8][C:9]2=[O:31])[CH:11]1[C:23]1[CH:28]=[CH:27][CH:26]=[C:25]([Cl:29])[C:24]=1[F:30])=[O:21], predict the reactants needed to synthesize it. The reactants are: [Cl:1][C:2]1[CH:7]=[C:6]2[NH:8][C:9](=[O:31])[C:10]3([CH:14]([CH2:15][C:16]([CH3:19])([CH3:18])[CH3:17])[CH2:13][N:12]([C:20](Cl)=[O:21])[CH:11]3[C:23]3[CH:28]=[CH:27][CH:26]=[C:25]([Cl:29])[C:24]=3[F:30])[C:5]2=[CH:4][CH:3]=1.CC1(C)[O:37][C@@H:36]([CH2:38][CH2:39][NH2:40])[CH2:35][O:34]1.C(N(CC)CC)C.Cl.